Binary Classification. Given a miRNA mature sequence and a target amino acid sequence, predict their likelihood of interaction. From a dataset of Experimentally validated miRNA-target interactions with 360,000+ pairs, plus equal number of negative samples. (1) The miRNA is mmu-miR-188-5p with sequence CAUCCCUUGCAUGGUGGAGGG. The protein sequence of the target gene is MSVPLLKIGVVLSTMAMITNWMSQTLPSLVGLNTTRLSAASGGTLDRSTGVLPTNPEESWQVYSSAQDSEGRCICTVVAPQQTMCSRDARTKQLRQLLEKVQNMSQSIEVLDRRTQRDLQYVEKMENQMKGLETKFKQVEESHKQHLARQFKAIKAKMDELRPLIPVLEEYKADAKLVLQFKEEVQNLTSVLNELQEEIGAYDYDELQSRVSNLEERLRACMQKLACGKLTGISDPVTVKTSGSRFGSWMTDPLAPEGDNRVWYMDGYHNNRFVREYKSMVDFMNTDNFTSHRLPHPWSG.... Result: 0 (no interaction). (2) Result: 1 (interaction). The protein sequence of the target gene is MERAMEQLNRLTRSLRRARTVELPEDNETAVYTLMPMVMADQHRSVSELLSNSKFDVNYAFGRVKRSLLHIAANCGSVECLVLLLKKGANPNYQDISGCTPLHLAARNGQKKCMSKLLEYSADVNICNNEGLTAIHWLAVNGRTELLHDLVQHVSDVDVEDAMGQTALHVACQNGHKTTVQCLLDSGADINRPNVSGATPLYFACSHGQRDTAQILLLRGAKYLPDKNGVTPLDLCVQGGYGETCEVLIQYHPRLFQTIIQMTQNEDLRENMLRQVLEHLSQQSESQYLKILTSLAEVAT.... The miRNA is hsa-miR-6883-5p with sequence AGGGAGGGUGUGGUAUGGAUGU. (3) The miRNA is hsa-miR-4725-3p with sequence UGGGGAAGGCGUCAGUGUCGGG. The protein sequence of the target gene is MPQSKSRKIAILGYRSVGKSSLTIQFVEGQFVDSYDPTIENTFTKLITVNGQEYHLQLVDTAGQDEYSIFPQTYSIDINGYILVYSVTSIKSFEVIKVIHGKLLDMVGKVQIPIMLVGNKKDLHMERVISYEEGKALAESWNAAFLESSAKENQTAVDVFKRIILEAEKIDGAASQGKSSCSVM. Result: 0 (no interaction). (4) The miRNA is hsa-miR-380-3p with sequence UAUGUAAUAUGGUCCACAUCUU. The protein sequence of the target gene is MSFCSFFGGEVFQNHFEPGVYVCAKCGYELFSSRSKYAHSSPWPAFTETIHADSVAKRPEHNRSEALKVSCGKCGNGLGHEFLNDGPKPGQSRFUIFSSSLKFVPKGKETSASQGH. Result: 0 (no interaction). (5) The miRNA is hsa-miR-5001-5p with sequence AGGGCUGGACUCAGCGGCGGAGCU. The protein sequence of the target gene is MRSGCVVVHVWILAGLWLAVAGRPLAFSDAGPHVHYGWGDPIRLRHLYTSGPHGLSSCFLRIRADGVVDCARGQSAHSLLEIKAVALRTVAIKGVHSVRYLCMGADGKMQGLLQYSEEDCAFEEEIRPDGYNVYRSEKHRLPVSLSSAKQRQLYKNRGFLPLSHFLPMLPMVPEEPEDLRGHLESDMFSSPLETDSMDPFGLVTGLEAVRSPSFEK. Result: 1 (interaction). (6) The miRNA is hsa-miR-377-5p with sequence AGAGGUUGCCCUUGGUGAAUUC. The protein sequence of the target gene is MTTAILERLSTLSVSGQQLRRLPKILEDGLPKMPCTVPETDVPQLFREPYIRTGYRPTGHEWRYYFFSLFQKHNEVVNVWTHLLAALAVLLRFWAFAEAEALPWASTHSLPLLLFILSSITYLTCSLLAHLLQSKSELSHYTFYFVDYVGVSVYQYGSALAHFFYSSDQAWYDRFWLFFLPAAAFCGWLSCAGCCYAKYRYRRPYPVMRKICQVVPAGLAFILDISPVAHRVALCHLAGCQEQAAWYHTLQILFFLVSAYFFSCPVPEKYFPGSCDIVGHGHQIFHAFLSICTLSQLEAI.... Result: 0 (no interaction).